From a dataset of Full USPTO retrosynthesis dataset with 1.9M reactions from patents (1976-2016). Predict the reactants needed to synthesize the given product. (1) Given the product [CH3:9][C:8]1([C:5]2[CH:6]=[CH:7][C:2]([NH2:1])=[CH:3][CH:4]=2)[O:13][CH2:12][CH2:11][O:10]1, predict the reactants needed to synthesize it. The reactants are: [NH2:1][C:2]1[CH:7]=[CH:6][C:5]([C:8](=[O:10])[CH3:9])=[CH:4][CH:3]=1.[CH2:11](O)[CH2:12][OH:13].CC1C=CC(S(O)(=O)=O)=CC=1.O. (2) Given the product [Br:1][C:2]1[CH:7]=[C:6]([O:8][CH3:9])[C:5]([O:10][CH3:11])=[CH:4][C:3]=1[CH2:12][C:13]([N:29]1[CH2:33][CH2:32][C:31]([C:34]2[CH:35]=[CH:36][C:37]([NH:40][S:41]([CH3:44])(=[O:43])=[O:42])=[CH:38][CH:39]=2)=[N:30]1)=[O:15], predict the reactants needed to synthesize it. The reactants are: [Br:1][C:2]1[CH:7]=[C:6]([O:8][CH3:9])[C:5]([O:10][CH3:11])=[CH:4][C:3]=1[CH2:12][C:13]([OH:15])=O.C(Cl)(=O)C(Cl)=O.OC(C(F)(F)F)=O.[NH:29]1[CH2:33][CH2:32][C:31]([C:34]2[CH:39]=[CH:38][C:37]([NH:40][S:41]([CH3:44])(=[O:43])=[O:42])=[CH:36][CH:35]=2)=[N:30]1.N1C=CC=CC=1. (3) Given the product [F:23][C:24]([F:43])([F:42])[S:25]([O:22][C:18]1[CH2:19][CH2:20][CH2:21][N:16]([C:13](=[O:15])[CH3:14])[CH:17]=1)(=[O:27])=[O:26], predict the reactants needed to synthesize it. The reactants are: C(NC(C)C)(C)C.C([Li])CCC.[C:13]([N:16]1[CH2:21][CH2:20][CH2:19][C:18](=[O:22])[CH2:17]1)(=[O:15])[CH3:14].[F:23][C:24]([F:43])([F:42])[S:25](N(C1C=CC=CC=1)[S:25]([C:24]([F:43])([F:42])[F:23])(=[O:27])=[O:26])(=[O:27])=[O:26]. (4) Given the product [CH:2]1([CH2:5][N:6]([CH2:36][CH:37]2[CH2:42][CH2:41][O:40][CH2:39][CH2:38]2)[C:7]2[C:8]([CH2:34][CH3:35])=[N:9][N:10]3[C:15]([C:16]4[C:17]([O:32][CH3:33])=[CH:18][C:19]([CH2:24][OH:25])=[CH:20][C:21]=4[O:22][CH3:23])=[CH:14][CH:13]=[CH:12][C:11]=23)[CH2:4][CH2:3]1, predict the reactants needed to synthesize it. The reactants are: Cl.[CH:2]1([CH2:5][N:6]([CH2:36][CH:37]2[CH2:42][CH2:41][O:40][CH2:39][CH2:38]2)[C:7]2[C:8]([CH2:34][CH3:35])=[N:9][N:10]3[C:15]([C:16]4[C:21]([O:22][CH3:23])=[CH:20][C:19]([CH2:24][O:25]C5CCCCO5)=[CH:18][C:17]=4[O:32][CH3:33])=[CH:14][CH:13]=[CH:12][C:11]=23)[CH2:4][CH2:3]1. (5) The reactants are: [NH:1]1[C:9]2[C:4](=[C:5]([C:10]3[CH:11]=[C:12]([NH2:25])[C:13]4[C:17]([CH:18]=3)=[N:16][N:15](C3CCCCO3)[CH:14]=4)[CH:6]=[CH:7][CH:8]=2)[CH:3]=[CH:2]1.CCN(C(C)C)C(C)C.[CH:35]1([C:38](Cl)=[O:39])[CH2:37][CH2:36]1.[OH-].[Na+]. Given the product [NH:1]1[C:9]2[C:4](=[C:5]([C:10]3[CH:18]=[C:17]4[C:13]([CH:14]=[N:15][NH:16]4)=[C:12]([NH:25][C:38]([CH:35]4[CH2:37][CH2:36]4)=[O:39])[CH:11]=3)[CH:6]=[CH:7][CH:8]=2)[CH:3]=[CH:2]1, predict the reactants needed to synthesize it. (6) Given the product [CH3:42][O:41][CH2:40][CH2:39][O:38][C:29]1[CH:28]=[C:27]([CH2:26][N:13]2[C:14]3[C:19](=[CH:18][CH:17]=[CH:16][CH:15]=3)[C:11]([C:8]3[CH:9]=[CH:10][C:5]([C:2]([CH3:1])([CH3:3])[CH3:4])=[CH:6][CH:7]=3)=[C:12]2[C:20]([O:22][CH2:23][CH3:24])=[O:21])[CH:32]=[C:31]([O:33][CH2:34][CH2:35][O:36][CH3:37])[CH:30]=1, predict the reactants needed to synthesize it. The reactants are: [CH3:1][C:2]([C:5]1[CH:10]=[CH:9][C:8]([C:11]2[C:19]3[C:14](=[CH:15][CH:16]=[CH:17][CH:18]=3)[NH:13][C:12]=2[C:20]([O:22][CH2:23][CH3:24])=[O:21])=[CH:7][CH:6]=1)([CH3:4])[CH3:3].Cl[CH2:26][C:27]1[CH:32]=[C:31]([O:33][CH2:34][CH2:35][O:36][CH3:37])[CH:30]=[C:29]([O:38][CH2:39][CH2:40][O:41][CH3:42])[CH:28]=1.C([O-])([O-])=O.[K+].[K+].CCOC(C)=O. (7) Given the product [Br:1][C:2]1[CH:3]=[C:4]2[C:8](=[CH:9][CH:10]=1)[CH2:7][N:6]([C:18]([O:20][C:21]([CH3:24])([CH3:23])[CH3:22])=[O:19])[CH2:5]2, predict the reactants needed to synthesize it. The reactants are: [Br:1][C:2]1[CH:3]=[C:4]2[C:8](=[CH:9][CH:10]=1)[CH2:7][NH:6][CH2:5]2.C(N(CC)CC)C.[C:18](O[C:18]([O:20][C:21]([CH3:24])([CH3:23])[CH3:22])=[O:19])([O:20][C:21]([CH3:24])([CH3:23])[CH3:22])=[O:19].